Dataset: Catalyst prediction with 721,799 reactions and 888 catalyst types from USPTO. Task: Predict which catalyst facilitates the given reaction. Reactant: C([O:3][C:4](=O)[C:5]1[CH:10]=[C:9]([CH3:11])[CH:8]=[N:7][C:6]=1[Br:12])C.[H-].[H-].[H-].[H-].[Li+].[Al+3].CCOC(C)=O.O. Product: [Br:12][C:6]1[C:5]([CH2:4][OH:3])=[CH:10][C:9]([CH3:11])=[CH:8][N:7]=1. The catalyst class is: 28.